Dataset: Catalyst prediction with 721,799 reactions and 888 catalyst types from USPTO. Task: Predict which catalyst facilitates the given reaction. (1) Reactant: [CH2:1]([N:8]1[CH2:38][CH2:37][C:11]2([O:15][CH2:14][C:13]([N:16]([CH2:20][C:21]3[C:26]([C:27]([F:30])([F:29])[F:28])=[CH:25][CH:24]=[CH:23][C:22]=3[F:31])[C:17]([NH2:19])=[O:18])=[C:12]2[C:32]([O:34]CC)=O)[CH2:10][CH2:9]1)[C:2]1[CH:7]=[CH:6][CH:5]=[CH:4][CH:3]=1.[OH-].[Na+]. Product: [CH2:1]([N:8]1[CH2:38][CH2:37][C:11]2([C:12]3[C:32](=[O:34])[NH:19][C:17](=[O:18])[N:16]([CH2:20][C:21]4[C:26]([C:27]([F:29])([F:30])[F:28])=[CH:25][CH:24]=[CH:23][C:22]=4[F:31])[C:13]=3[CH2:14][O:15]2)[CH2:10][CH2:9]1)[C:2]1[CH:3]=[CH:4][CH:5]=[CH:6][CH:7]=1. The catalyst class is: 8. (2) Product: [CH3:1][C:2]1([CH3:32])[O:3][C:4](=[O:31])[CH:5]([CH2:9][C@@H:10]([NH:22][C:23](=[O:29])[O:24][C:25]([CH3:27])([CH3:26])[CH3:28])[CH2:11][C:12]2[CH:13]=[CH:14][C:15]([C:18]([F:20])([F:21])[F:19])=[CH:16][CH:17]=2)[C:6](=[O:8])[O:7]1. Reactant: [CH3:1][C:2]1([CH3:32])[O:7][C:6](=[O:8])[CH:5]([C:9](=O)[C@@H:10]([NH:22][C:23](=[O:29])[O:24][C:25]([CH3:28])([CH3:27])[CH3:26])[CH2:11][C:12]2[CH:17]=[CH:16][C:15]([C:18]([F:21])([F:20])[F:19])=[CH:14][CH:13]=2)[C:4](=[O:31])[O:3]1.CC(O)=O.[BH4-].[Na+]. The catalyst class is: 2. (3) Reactant: [CH3:1][O:2][C:3]1[CH:4]=[C:5]([CH:10]=[CH:11][C:12](Cl)=[O:13])[CH:6]=[CH:7][C:8]=1[CH3:9].[N-:15]=[N+:16]=[N-:17].[Na+]. The catalyst class is: 95. Product: [CH3:1][O:2][C:3]1[CH:4]=[C:5]([CH:10]=[CH:11][C:12]([N:15]=[N+:16]=[N-:17])=[O:13])[CH:6]=[CH:7][C:8]=1[CH3:9].